From a dataset of Full USPTO retrosynthesis dataset with 1.9M reactions from patents (1976-2016). Predict the reactants needed to synthesize the given product. Given the product [Cl:8][C:6]1[CH:5]=[C:4]([C:9]2([C:30]([F:31])([F:33])[F:32])[O:13][N:12]=[C:11]([C:14]3[CH:28]=[CH:27][C:17]([C:18]([N:20]([CH3:36])[C:21]4[CH:26]=[N:25][CH:24]=[N:23][CH:22]=4)=[O:19])=[C:16]([CH3:29])[CH:15]=3)[CH2:10]2)[CH:3]=[C:2]([Cl:1])[CH:7]=1, predict the reactants needed to synthesize it. The reactants are: [Cl:1][C:2]1[CH:3]=[C:4]([C:9]2([C:30]([F:33])([F:32])[F:31])[O:13][N:12]=[C:11]([C:14]3[CH:28]=[CH:27][C:17]([C:18]([NH:20][C:21]4[CH:22]=[N:23][CH:24]=[N:25][CH:26]=4)=[O:19])=[C:16]([CH3:29])[CH:15]=3)[CH2:10]2)[CH:5]=[C:6]([Cl:8])[CH:7]=1.CI.[C:36](=O)([O-])[O-].[K+].[K+].O.